Dataset: Reaction yield outcomes from USPTO patents with 853,638 reactions. Task: Predict the reaction yield, written as a fraction of the theoretical maximum amount of product (1.0 means a 100% yield; for example, 0.34 means a 34% yield). (1) The reactants are [Cl:1][C:2]1[CH:7]=[CH:6][C:5]([C:8]2([C:13]3[CH:18]=[CH:17][C:16]([N+:19]([O-])=O)=[CH:15][CH:14]=3)[O:12][CH2:11][CH2:10][O:9]2)=[CH:4][CH:3]=1. The catalyst is CO.[Ni]. The product is [Cl:1][C:2]1[CH:3]=[CH:4][C:5]([C:8]2([C:13]3[CH:18]=[CH:17][C:16]([NH2:19])=[CH:15][CH:14]=3)[O:9][CH2:10][CH2:11][O:12]2)=[CH:6][CH:7]=1. The yield is 0.973. (2) The reactants are [CH:1]1([C:4]2[CH:9]=[CH:8][C:7]([NH:10][C:11]3[N:16]4[CH:17]=[N:18][CH:19]=[C:15]4[CH:14]=[CH:13][C:12]=3[C:20](O)=[O:21])=[C:6]([F:23])[CH:5]=2)[CH2:3][CH2:2]1.[CH:24]([O:26][CH2:27][CH2:28][O:29][NH2:30])=[CH2:25].C1C=CC2N(O)N=NC=2C=1.CCN=C=NCCCN(C)C.Cl.CCN(C(C)C)C(C)C. The catalyst is CN(C=O)C. The product is [CH:24]([O:26][CH2:27][CH2:28][O:29][NH:30][C:20]([C:12]1[CH:13]=[CH:14][C:15]2[N:16]([CH:17]=[N:18][CH:19]=2)[C:11]=1[NH:10][C:7]1[CH:8]=[CH:9][C:4]([CH:1]2[CH2:2][CH2:3]2)=[CH:5][C:6]=1[F:23])=[O:21])=[CH2:25]. The yield is 0.530. (3) The reactants are [CH3:1][C:2]1[C:6]2[C:7](=[O:19])[N:8]([CH2:11][CH2:12][N:13]3[CH2:18][CH2:17][CH2:16][CH2:15][CH2:14]3)[CH2:9][CH2:10][C:5]=2[NH:4][C:3]=1[CH:20]=O.[Cl:22][C:23]1[C:24]([F:39])=[C:25]([C:29]2[CH:37]=[CH:36][CH:35]=[C:34]3[C:30]=2[CH2:31][C:32](=[O:38])[NH:33]3)[CH:26]=[CH:27][CH:28]=1. No catalyst specified. The product is [Cl:22][C:23]1[C:24]([F:39])=[C:25]([C:29]2[CH:37]=[CH:36][CH:35]=[C:34]3[C:30]=2[C:31](=[CH:20][C:3]2[NH:4][C:5]4[CH2:10][CH2:9][N:8]([CH2:11][CH2:12][N:13]5[CH2:14][CH2:15][CH2:16][CH2:17][CH2:18]5)[C:7](=[O:19])[C:6]=4[C:2]=2[CH3:1])[C:32](=[O:38])[NH:33]3)[CH:26]=[CH:27][CH:28]=1. The yield is 0.531. (4) The reactants are [CH3:1][O:2][C:3]1[CH:4]=[C:5]2[C:10](=[CH:11][CH:12]=1)[C:9]([OH:13])=[N:8][CH:7]=[CH:6]2.C([O-])([O-])=O.[K+].[K+].Cl.Cl[CH2:22][CH2:23][N:24]1[CH2:29][CH2:28][CH2:27][CH2:26][CH2:25]1. The catalyst is CC(C)=O. The product is [CH3:1][O:2][C:3]1[CH:4]=[C:5]2[C:10](=[CH:11][CH:12]=1)[C:9]([O:13][CH2:22][CH2:23][N:24]1[CH2:29][CH2:28][CH2:27][CH2:26][CH2:25]1)=[N:8][CH:7]=[CH:6]2. The yield is 0.920. (5) The reactants are Br[C:2]1[CH:8]=[C:7]([CH3:9])[CH:6]=[C:5]([CH3:10])[C:3]=1[NH2:4].[C:11]1(B(O)O)[CH:16]=[CH:15][CH:14]=[CH:13][CH:12]=1. No catalyst specified. The product is [NH2:4][C:3]1[C:5]([CH3:10])=[CH:6][C:7]([CH3:9])=[CH:8][C:2]=1[C:11]1[CH:16]=[CH:15][CH:14]=[CH:13][CH:12]=1. The yield is 0.680.